Dataset: NCI-60 drug combinations with 297,098 pairs across 59 cell lines. Task: Regression. Given two drug SMILES strings and cell line genomic features, predict the synergy score measuring deviation from expected non-interaction effect. (1) Drug 1: CC1OCC2C(O1)C(C(C(O2)OC3C4COC(=O)C4C(C5=CC6=C(C=C35)OCO6)C7=CC(=C(C(=C7)OC)O)OC)O)O. Drug 2: CC(C)(C#N)C1=CC(=CC(=C1)CN2C=NC=N2)C(C)(C)C#N. Cell line: SR. Synergy scores: CSS=61.1, Synergy_ZIP=0.345, Synergy_Bliss=-0.0892, Synergy_Loewe=-10.4, Synergy_HSA=0.754. (2) Drug 1: CC1=C(C=C(C=C1)NC2=NC=CC(=N2)N(C)C3=CC4=NN(C(=C4C=C3)C)C)S(=O)(=O)N.Cl. Drug 2: CN(C(=O)NC(C=O)C(C(C(CO)O)O)O)N=O. Cell line: SF-539. Synergy scores: CSS=3.51, Synergy_ZIP=-6.29, Synergy_Bliss=-6.88, Synergy_Loewe=-9.37, Synergy_HSA=-5.65.